Task: Predict the product of the given reaction.. Dataset: Forward reaction prediction with 1.9M reactions from USPTO patents (1976-2016) (1) Given the reactants [O:1]=[C:2]1[N:11]([CH2:12][CH2:13][CH2:14][NH:15][CH2:16][CH2:17][CH2:18][CH2:19][NH:20][CH2:21][CH2:22][CH2:23][N:24]2[C:33](=[O:34])[C:32]3[C:27](=[CH:28][CH:29]=[CH:30][CH:31]=3)[NH:26][C:25]2=[O:35])[C:10](=[O:36])[C:9]2[C:4](=[CH:5][CH:6]=[CH:7][CH:8]=2)[NH:3]1.Cl[C:38]([O:40][CH2:41][CH3:42])=[O:39], predict the reaction product. The product is: [CH2:41]([O:40][C:38](=[O:39])[N:15]([CH2:14][CH2:13][CH2:12][N:11]1[C:10](=[O:36])[C:9]2[C:4](=[CH:5][CH:6]=[CH:7][CH:8]=2)[NH:3][C:2]1=[O:1])[CH2:16][CH2:17][CH2:18][CH2:19][N:20]([CH2:21][CH2:22][CH2:23][N:24]1[C:33](=[O:34])[C:32]2[C:27](=[CH:28][CH:29]=[CH:30][CH:31]=2)[NH:26][C:25]1=[O:35])[C:38]([O:40][CH2:41][CH3:42])=[O:39])[CH3:42]. (2) Given the reactants [CH3:1][N:2]([CH3:19])[CH2:3][CH2:4][N:5]1[C:10](=[O:11])[CH2:9][O:8][C:7]2[CH:12]=[C:13]([N+:16]([O-])=O)[CH:14]=[CH:15][C:6]1=2, predict the reaction product. The product is: [NH2:16][C:13]1[CH:14]=[CH:15][C:6]2[N:5]([CH2:4][CH2:3][N:2]([CH3:1])[CH3:19])[C:10](=[O:11])[CH2:9][O:8][C:7]=2[CH:12]=1. (3) Given the reactants [CH2:1]([NH2:6])[C:2]([CH3:5])([CH3:4])[CH3:3].Cl[C:8]1[C:13]([N+:14]([O-:16])=[O:15])=[CH:12][CH:11]=[C:10]([Cl:17])[N:9]=1.C([O-])([O-])=O.[Na+].[Na+], predict the reaction product. The product is: [Cl:17][C:10]1[N:9]=[C:8]([NH:6][CH2:1][C:2]([CH3:5])([CH3:4])[CH3:3])[C:13]([N+:14]([O-:16])=[O:15])=[CH:12][CH:11]=1. (4) The product is: [CH2:38]([NH:37][C:35]([N:34]1[CH:30]([CH2:31][CH:32]=[CH2:33])[CH2:29][C:28](=[O:45])[N:27]2[CH:14]([CH2:15][C:16]3[CH:17]=[CH:18][C:19]([OH:22])=[CH:20][CH:21]=3)[C:12](=[O:13])[N:11]([CH2:10][C:9]3[C:4]4[N:3]=[CH:2][S:1][C:5]=4[CH:6]=[CH:7][CH:8]=3)[CH2:46][CH:47]12)=[O:36])[C:39]1[CH:44]=[CH:43][CH:42]=[CH:41][CH:40]=1. Given the reactants [S:1]1[C:5]2[CH:6]=[CH:7][CH:8]=[C:9]([CH2:10][N:11]([CH2:46][CH:47](OCC)OCC)[C:12]([CH:14]([NH:27][C:28](=[O:45])[CH2:29][CH:30]([NH:34][C:35]([NH:37][CH2:38][C:39]3[CH:44]=[CH:43][CH:42]=[CH:41][CH:40]=3)=[O:36])[CH2:31][CH:32]=[CH2:33])[CH2:15][C:16]3[CH:21]=[CH:20][C:19]([O:22]C(C)(C)C)=[CH:18][CH:17]=3)=[O:13])[C:4]=2[N:3]=[CH:2]1, predict the reaction product. (5) Given the reactants Cl.[CH2:2]1[C:10]2[C:5](=[CH:6][CH:7]=[CH:8][CH:9]=2)[CH2:4][CH:3]1[C@H:11]1[NH:16][C:15](=[O:17])[C@@H:14]([C@@H:18]([CH3:21])[CH2:19][CH3:20])[N:13]([CH:22]([C:26]2[C:27]([CH3:33])=[N:28][C:29]([CH3:32])=[CH:30][CH:31]=2)[C:23](O)=[O:24])[C:12]1=[O:34].[NH:35]1[CH2:40][CH2:39][O:38][CH2:37][CH2:36]1, predict the reaction product. The product is: [CH2:2]1[C:10]2[C:5](=[CH:6][CH:7]=[CH:8][CH:9]=2)[CH2:4][CH:3]1[C@H:11]1[NH:16][C:15](=[O:17])[C@@H:14]([C@@H:18]([CH3:21])[CH2:19][CH3:20])[N:13]([C@H:22]([C:26]2[C:27]([CH3:33])=[N:28][C:29]([CH3:32])=[CH:30][CH:31]=2)[C:23]([N:35]2[CH2:40][CH2:39][O:38][CH2:37][CH2:36]2)=[O:24])[C:12]1=[O:34]. (6) Given the reactants [CH2:1]([O:8][C:9]1[CH:14]=[CH:13][CH:12]=[CH:11][C:10]=1[CH2:15][S:16]([OH:19])(=O)=[O:17])[C:2]1[CH:7]=[CH:6][CH:5]=[CH:4][CH:3]=1.C(Cl)(=O)C([Cl:23])=O, predict the reaction product. The product is: [CH2:1]([O:8][C:9]1[CH:14]=[CH:13][CH:12]=[CH:11][C:10]=1[CH2:15][S:16]([Cl:23])(=[O:19])=[O:17])[C:2]1[CH:7]=[CH:6][CH:5]=[CH:4][CH:3]=1.